From a dataset of Forward reaction prediction with 1.9M reactions from USPTO patents (1976-2016). Predict the product of the given reaction. (1) The product is: [CH3:28][O:27][C:24]1[CH:23]=[CH:22][C:21]([CH2:20][N:19]2[C:13]3[CH2:12][NH:11][CH2:16][CH2:15][C:14]=3[N:17]=[C:18]2[C:29]2[CH:34]=[CH:33][CH:32]=[CH:31][N:30]=2)=[CH:26][CH:25]=1. Given the reactants C(OC([N:11]1[CH2:16][CH2:15][C:14]2[N:17]=[C:18]([C:29]3[CH:34]=[CH:33][CH:32]=[CH:31][N:30]=3)[N:19]([CH2:20][C:21]3[CH:26]=[CH:25][C:24]([O:27][CH3:28])=[CH:23][CH:22]=3)[C:13]=2[CH2:12]1)=O)C1C=CC=CC=1, predict the reaction product. (2) The product is: [Cl:1][C:2]1[C:3]([C:33]2[CH:38]=[C:37]([Cl:39])[CH:36]=[CH:35][C:34]=2[C:40]#[N:41])=[CH:4][C:5](=[O:32])[N:6]([CH:8]([CH2:25][C@@H:26]2[CH2:31][CH2:30][CH2:29][CH2:28][O:27]2)[C:9]([NH:11][C:12]2[CH:24]=[CH:23][C:15]([C:16]([OH:18])=[O:17])=[CH:14][CH:13]=2)=[O:10])[CH:7]=1. Given the reactants [Cl:1][C:2]1[C:3]([C:33]2[CH:38]=[C:37]([Cl:39])[CH:36]=[CH:35][C:34]=2[C:40]#[N:41])=[CH:4][C:5](=[O:32])[N:6]([CH:8]([CH2:25][C@@H:26]2[CH2:31][CH2:30][CH2:29][CH2:28][O:27]2)[C:9]([NH:11][C:12]2[CH:24]=[CH:23][C:15]([C:16]([O:18]C(C)(C)C)=[O:17])=[CH:14][CH:13]=2)=[O:10])[CH:7]=1.C(O)(C(F)(F)F)=O, predict the reaction product. (3) The product is: [CH2:1]([N:3]1[C:15]2[CH:14]=[CH:13][C:12]([C:16]3[N:20]([CH2:21][CH2:22][O:23][CH3:24])[C:19]4[CH:25]=[CH:26][C:27]([C:29]5[NH:33][N:32]=[N:31][N:30]=5)=[CH:28][C:18]=4[N:17]=3)=[CH:11][C:10]=2[C:9]2[C:4]1=[CH:5][CH:6]=[CH:7][CH:8]=2)[CH3:2]. Given the reactants [CH2:1]([N:3]1[C:15]2[CH:14]=[CH:13][C:12]([C:16]3[N:20]([CH2:21][CH2:22][O:23][CH3:24])[C:19]4[CH:25]=[CH:26][C:27]([C:29]#[N:30])=[CH:28][C:18]=4[N:17]=3)=[CH:11][C:10]=2[C:9]2[C:4]1=[CH:5][CH:6]=[CH:7][CH:8]=2)[CH3:2].[N-:31]=[N+:32]=[N-:33].[Na+].[Cl-].[NH4+], predict the reaction product.